From a dataset of Buchwald-Hartwig C-N cross coupling reaction yields with 55,370 reactions. Predict the reaction yield, written as a fraction of the theoretical maximum amount of product (1.0 means a 100% yield; for example, 0.34 means a 34% yield). (1) The reactants are Clc1cccnc1.Cc1ccc(N)cc1.O=S(=O)(O[Pd]1c2ccccc2-c2ccccc2N~1)C(F)(F)F.COc1ccc(OC)c(P(C(C)(C)C)C(C)(C)C)c1-c1c(C(C)C)cc(C(C)C)cc1C(C)C.CN(C)C(=NC(C)(C)C)N(C)C.COC(=O)c1cc(-c2cccs2)on1. No catalyst specified. The product is Cc1ccc(Nc2cccnc2)cc1. The yield is 0.0268. (2) The reactants are Brc1ccccn1.Cc1ccc(N)cc1.O=S(=O)(O[Pd]1c2ccccc2-c2ccccc2N~1)C(F)(F)F.COc1ccc(OC)c(P([C@]23C[C@H]4C[C@H](C[C@H](C4)C2)C3)[C@]23C[C@H]4C[C@H](C[C@H](C4)C2)C3)c1-c1c(C(C)C)cc(C(C)C)cc1C(C)C.CN(C)C(=NC(C)(C)C)N(C)C.CCOC(=O)c1cc(C)on1. No catalyst specified. The product is Cc1ccc(Nc2ccccn2)cc1. The yield is 0.567. (3) The reactants are Ic1cccnc1.Cc1ccc(N)cc1.O=S(=O)(O[Pd]1c2ccccc2-c2ccccc2N~1)C(F)(F)F.COc1ccc(OC)c(P(C(C)(C)C)C(C)(C)C)c1-c1c(C(C)C)cc(C(C)C)cc1C(C)C.CCN=P(N=P(N(C)C)(N(C)C)N(C)C)(N(C)C)N(C)C.c1ccc2oncc2c1. No catalyst specified. The product is Cc1ccc(Nc2cccnc2)cc1. The yield is 0.732. (4) The reactants are COc1ccc(I)cc1.Cc1ccc(N)cc1.O=S(=O)(O[Pd]1c2ccccc2-c2ccccc2N~1)C(F)(F)F.COc1ccc(OC)c(P([C@]23C[C@H]4C[C@H](C[C@H](C4)C2)C3)[C@]23C[C@H]4C[C@H](C[C@H](C4)C2)C3)c1-c1c(C(C)C)cc(C(C)C)cc1C(C)C.CN(C)C(=NC(C)(C)C)N(C)C.COC(=O)c1ccno1. No catalyst specified. The product is COc1ccc(Nc2ccc(C)cc2)cc1. The yield is 0.240. (5) The yield is 0.637. The product is Cc1ccc(Nc2ccccn2)cc1. No catalyst specified. The reactants are Ic1ccccn1.Cc1ccc(N)cc1.O=S(=O)(O[Pd]1c2ccccc2-c2ccccc2N~1)C(F)(F)F.CC(C)c1cc(C(C)C)c(-c2ccccc2P(C(C)(C)C)C(C)(C)C)c(C(C)C)c1.CN(C)C(=NC(C)(C)C)N(C)C.Cc1cc(C)on1.